From a dataset of Catalyst prediction with 721,799 reactions and 888 catalyst types from USPTO. Predict which catalyst facilitates the given reaction. (1) Reactant: C([O-])(=[O:3])C.[Na+].[Cl:6][C:7]1[CH:8]=[C:9]([CH2:25][C:26]([OH:28])=[O:27])[CH:10]=[C:11]([Cl:24])[C:12]=1[O:13][C:14]1[N:15]=[N:16][C:17](Cl)=[C:18]([CH:20]([CH3:22])[CH3:21])[CH:19]=1. Product: [Cl:6][C:7]1[CH:8]=[C:9]([CH2:25][C:26]([OH:28])=[O:27])[CH:10]=[C:11]([Cl:24])[C:12]=1[O:13][C:14]1[CH:19]=[C:18]([CH:20]([CH3:22])[CH3:21])[C:17](=[O:3])[NH:16][N:15]=1. The catalyst class is: 15. (2) Reactant: [Br:1][C:2]1[CH:3]=[C:4]([CH:9]([C:11]2([C:17]3[CH:22]=[CH:21][CH:20]=[C:19]([O:23][CH3:24])[CH:18]=3)SCCCS2)[OH:10])[CH:5]=[CH:6][C:7]=1[F:8].C([OH:29])(C)(C)C.CC(OI1(OC(C)=O)(OC(C)=O)OC(=O)C2C=CC=CC1=2)=O.S([O-])([O-])(=O)=S.[Na+].[Na+]. Product: [Br:1][C:2]1[CH:3]=[C:4]([C:9](=[O:10])[C:11]([C:17]2[CH:22]=[CH:21][CH:20]=[C:19]([O:23][CH3:24])[CH:18]=2)=[O:29])[CH:5]=[CH:6][C:7]=1[F:8]. The catalyst class is: 4. (3) Reactant: [CH3:1][N:2]1[CH2:7][CH2:6][CH:5]([O:8][C:9](=[O:24])[C:10]([OH:23])([C:17]2[CH:22]=[CH:21][CH:20]=[CH:19][CH:18]=2)[C:11]2[CH:16]=[CH:15][CH:14]=[CH:13][CH:12]=2)[CH2:4][CH2:3]1.[Br:25][CH2:26][C:27]([NH:29][C:30]1[CH:34]=[CH:33][O:32][N:31]=1)=[O:28].O. Product: [Br-:25].[OH:23][C:10]([C:11]1[CH:16]=[CH:15][CH:14]=[CH:13][CH:12]=1)([C:17]1[CH:22]=[CH:21][CH:20]=[CH:19][CH:18]=1)[C:9]([O:8][CH:5]1[CH2:6][CH2:7][N+:2]([CH2:26][C:27](=[O:28])[NH:29][C:30]2[CH:34]=[CH:33][O:32][N:31]=2)([CH3:1])[CH2:3][CH2:4]1)=[O:24]. The catalyst class is: 10.